Dataset: Reaction yield outcomes from USPTO patents with 853,638 reactions. Task: Predict the reaction yield, written as a fraction of the theoretical maximum amount of product (1.0 means a 100% yield; for example, 0.34 means a 34% yield). (1) The reactants are Cl[CH2:2][C:3]([NH:5][C:6]1[CH:11]=[CH:10][CH:9]=[CH:8][CH:7]=1)=[O:4].[N:12]1[CH:17]=[CH:16][CH:15]=[CH:14][C:13]=1[N:18]1[CH2:23][CH2:22][NH:21][CH2:20][CH2:19]1.C(N(CC)C(C)C)(C)C. The catalyst is C1(C)C=CC=CC=1. The product is [C:6]1([NH:5][C:3](=[O:4])[CH2:2][N:21]2[CH2:22][CH2:23][N:18]([C:13]3[CH:14]=[CH:15][CH:16]=[CH:17][N:12]=3)[CH2:19][CH2:20]2)[CH:11]=[CH:10][CH:9]=[CH:8][CH:7]=1. The yield is 0.460. (2) The reactants are [CH3:1][CH:2]1[CH2:10][C:9]2[C:4](=[CH:5][CH:6]=[C:7]([C:11]([O:20][Si:21]([CH2:26][CH3:27])([CH2:24][CH3:25])[CH2:22][CH3:23])([C:16]([F:19])([F:18])[F:17])[C:12]([F:15])([F:14])[F:13])[CH:8]=2)[NH:3]1.[C:28]1([CH:34]2[CH2:36][O:35]2)[CH:33]=[CH:32][CH:31]=[CH:30][CH:29]=1.Cl([O-])(=O)(=O)=O.[Li+].[NH4+].[Cl-]. The catalyst is C(#N)C.CCOCC. The product is [CH3:1][CH:2]1[CH2:10][C:9]2[C:4](=[CH:5][CH:6]=[C:7]([C:11]([O:20][Si:21]([CH2:24][CH3:25])([CH2:22][CH3:23])[CH2:26][CH3:27])([C:12]([F:15])([F:14])[F:13])[C:16]([F:17])([F:18])[F:19])[CH:8]=2)[N:3]1[CH:34]([C:28]1[CH:33]=[CH:32][CH:31]=[CH:30][CH:29]=1)[CH2:36][OH:35]. The yield is 0.520. (3) The reactants are [NH2:1][C:2]1[C:7]2=[C:8]([C:15]3[CH:20]=[CH:19][C:18]([N+:21]([O-])=O)=[CH:17][CH:16]=3)[C:9]([C:11]([NH:13][CH3:14])=[O:12])=[CH:10][N:6]2[N:5]=[CH:4][N:3]=1.[C:24]([C:28]1[CH:33]=[CH:32][N:31]=[C:30]([NH:34][C:35](=O)[O:36]C2C=CC=CC=2)[CH:29]=1)([CH3:27])([CH3:26])[CH3:25].C(N(CC)CC)C. The catalyst is CN(C=O)C. The product is [NH2:1][C:2]1[C:7]2=[C:8]([C:15]3[CH:20]=[CH:19][C:18]([NH:21][C:35]([NH:34][C:30]4[CH:29]=[C:28]([C:24]([CH3:27])([CH3:26])[CH3:25])[CH:33]=[CH:32][N:31]=4)=[O:36])=[CH:17][CH:16]=3)[C:9]([C:11]([NH:13][CH3:14])=[O:12])=[CH:10][N:6]2[N:5]=[CH:4][N:3]=1. The yield is 0.260. (4) The reactants are Cl[C:2]1[NH:7][C:6](=[O:8])[N:5]2[CH:9]=[CH:10][N:11]=[C:4]2[CH:3]=1.[CH3:12][N:13]1[CH:17]=[C:16](B2OC(C)(C)C(C)(C)O2)[CH:15]=[N:14]1.CC(C1C=C(C(C)C)C(C2C=CC=CC=2P(C2CCCCC2)C2CCCCC2)=C(C(C)C)C=1)C.[O-]P([O-])([O-])=O.[K+].[K+].[K+]. The catalyst is C(O)(C)C.C1C=CC(/C=C/C(/C=C/C2C=CC=CC=2)=O)=CC=1.C1C=CC(/C=C/C(/C=C/C2C=CC=CC=2)=O)=CC=1.C1C=CC(/C=C/C(/C=C/C2C=CC=CC=2)=O)=CC=1.[Pd].[Pd]. The product is [CH3:12][N:13]1[CH:17]=[C:16]([C:2]2[NH:7][C:6](=[O:8])[N:5]3[CH:9]=[CH:10][N:11]=[C:4]3[CH:3]=2)[CH:15]=[N:14]1. The yield is 0.760. (5) The reactants are [NH2:1][C:2]1[N:7]=[CH:6][C:5]([C:8]([N:10]2[CH2:15][CH2:14][O:13][CH2:12][C@@H:11]2[CH3:16])=[O:9])=[CH:4][CH:3]=1.Br[C:18]1[C:19](=[O:26])[N:20]([CH3:25])[CH:21]=[C:22]([Br:24])[CH:23]=1.C(=O)([O-])[O-].[Cs+].[Cs+].CC1(C)C2C(=C(P(C3C=CC=CC=3)C3C=CC=CC=3)C=CC=2)OC2C(P(C3C=CC=CC=3)C3C=CC=CC=3)=CC=CC1=2. The catalyst is C1C=CC(/C=C/C(/C=C/C2C=CC=CC=2)=O)=CC=1.C1C=CC(/C=C/C(/C=C/C2C=CC=CC=2)=O)=CC=1.C1C=CC(/C=C/C(/C=C/C2C=CC=CC=2)=O)=CC=1.[Pd].[Pd].O1CCOCC1. The product is [Br:24][C:22]1[CH:23]=[C:18]([NH:1][C:2]2[CH:3]=[CH:4][C:5]([C:8]([N:10]3[CH2:15][CH2:14][O:13][CH2:12][C@@H:11]3[CH3:16])=[O:9])=[CH:6][N:7]=2)[C:19](=[O:26])[N:20]([CH3:25])[CH:21]=1. The yield is 0.690. (6) The reactants are [CH2:1]([O:8][C:9]1[CH:14]=[C:13]([O:15][CH2:16][C:17]2[CH:22]=[CH:21][CH:20]=[CH:19][CH:18]=2)[C:12]([CH:23]([CH3:25])[CH3:24])=[CH:11][C:10]=1[C:26]1[O:30][N:29]=[C:28]([C:31](=[O:35])[NH:32][CH2:33][CH3:34])[C:27]=1[C:36]1[O:40][N:39]=[C:38]([C:41](OCC)=[O:42])[CH:37]=1)[C:2]1[CH:7]=[CH:6][CH:5]=[CH:4][CH:3]=1.[NH:46]1[CH2:51][CH2:50][O:49][CH2:48][CH2:47]1. No catalyst specified. The product is [CH2:1]([O:8][C:9]1[CH:14]=[C:13]([O:15][CH2:16][C:17]2[CH:18]=[CH:19][CH:20]=[CH:21][CH:22]=2)[C:12]([CH:23]([CH3:25])[CH3:24])=[CH:11][C:10]=1[C:26]1[O:30][N:29]=[C:28]([C:31]([NH:32][CH2:33][CH3:34])=[O:35])[C:27]=1[C:36]1[O:40][N:39]=[C:38]([C:41]([N:46]2[CH2:51][CH2:50][O:49][CH2:48][CH2:47]2)=[O:42])[CH:37]=1)[C:2]1[CH:7]=[CH:6][CH:5]=[CH:4][CH:3]=1. The yield is 0.860. (7) The reactants are [CH3:1][S:2]([O:5][CH2:6][C@@H:7]1[C@@H:11]([CH2:12][O:13][S:14]([CH3:17])(=[O:16])=[O:15])[O:10][CH:9]([C:18]2[CH:23]=[CH:22][CH:21]=[CH:20][CH:19]=2)[O:8]1)(=[O:4])=[O:3].[BH4-].[Na+].Cl.C(OCC)(=O)C.C(=O)([O-])O.[Na+]. The catalyst is C(#N)C.C(OCC)(=O)C. The product is [CH2:9]([O:10][C@H:11]([CH2:12][O:13][S:14]([CH3:17])(=[O:15])=[O:16])[C@H:7]([OH:8])[CH2:6][O:5][S:2]([CH3:1])(=[O:3])=[O:4])[C:18]1[CH:23]=[CH:22][CH:21]=[CH:20][CH:19]=1. The yield is 0.994. (8) The reactants are [I:1]I.[NH2:3][C:4]1[CH:13]=[CH:12][C:11]([F:14])=[CH:10][C:5]=1[C:6]([O:8][CH3:9])=[O:7]. The catalyst is S([O-])([O-])(=O)=O.[Ag+2].C(O)C. The product is [NH2:3][C:4]1[C:13]([I:1])=[CH:12][C:11]([F:14])=[CH:10][C:5]=1[C:6]([O:8][CH3:9])=[O:7]. The yield is 0.930. (9) No catalyst specified. The product is [C:1]([O:4][CH2:24][C:23](=[O:26])[CH2:22][C:20]1[C:19]2[CH:27]=[CH:28][CH:29]=[CH:30][C:18]=2[S:17][CH:21]=1)(=[O:3])[CH3:2]. The yield is 0.510. The reactants are [C:1]([O:4]CC(=O)CC1C=CC(Cl)=C(Cl)C=1)(=[O:3])[CH3:2].[S:17]1[CH:21]=[C:20]([CH2:22][C:23](=[O:26])[CH2:24]Cl)[C:19]2[CH:27]=[CH:28][CH:29]=[CH:30][C:18]1=2.C(O)(=O)C.C(N(CC)CC)C.